Regression. Given two drug SMILES strings and cell line genomic features, predict the synergy score measuring deviation from expected non-interaction effect. From a dataset of NCI-60 drug combinations with 297,098 pairs across 59 cell lines. (1) Drug 1: CCCS(=O)(=O)NC1=C(C(=C(C=C1)F)C(=O)C2=CNC3=C2C=C(C=N3)C4=CC=C(C=C4)Cl)F. Drug 2: COC1=C(C=C2C(=C1)N=CN=C2NC3=CC(=C(C=C3)F)Cl)OCCCN4CCOCC4. Cell line: CCRF-CEM. Synergy scores: CSS=13.2, Synergy_ZIP=-1.90, Synergy_Bliss=3.28, Synergy_Loewe=0.540, Synergy_HSA=1.04. (2) Drug 1: C1=CC(=CC=C1C#N)C(C2=CC=C(C=C2)C#N)N3C=NC=N3. Drug 2: CC1CCC2CC(C(=CC=CC=CC(CC(C(=O)C(C(C(=CC(C(=O)CC(OC(=O)C3CCCCN3C(=O)C(=O)C1(O2)O)C(C)CC4CCC(C(C4)OC)OCCO)C)C)O)OC)C)C)C)OC. Cell line: HS 578T. Synergy scores: CSS=-3.51, Synergy_ZIP=4.60, Synergy_Bliss=8.82, Synergy_Loewe=-12.0, Synergy_HSA=-6.66. (3) Drug 1: CN(C)N=NC1=C(NC=N1)C(=O)N. Drug 2: CN(CCCl)CCCl.Cl. Cell line: OVCAR-8. Synergy scores: CSS=3.47, Synergy_ZIP=-0.263, Synergy_Bliss=-0.929, Synergy_Loewe=-6.98, Synergy_HSA=-4.04. (4) Drug 1: C1=CC(=CC=C1CC(C(=O)O)N)N(CCCl)CCCl.Cl. Drug 2: CC1C(C(CC(O1)OC2CC(CC3=C2C(=C4C(=C3O)C(=O)C5=CC=CC=C5C4=O)O)(C(=O)C)O)N)O. Cell line: BT-549. Synergy scores: CSS=41.3, Synergy_ZIP=-0.750, Synergy_Bliss=0.996, Synergy_Loewe=-14.5, Synergy_HSA=1.32. (5) Drug 1: CN1CCC(CC1)COC2=C(C=C3C(=C2)N=CN=C3NC4=C(C=C(C=C4)Br)F)OC. Drug 2: CNC(=O)C1=CC=CC=C1SC2=CC3=C(C=C2)C(=NN3)C=CC4=CC=CC=N4. Cell line: UACC62. Synergy scores: CSS=12.7, Synergy_ZIP=-2.30, Synergy_Bliss=4.25, Synergy_Loewe=3.42, Synergy_HSA=4.51. (6) Drug 1: C1=CC(=CC=C1CCC2=CNC3=C2C(=O)NC(=N3)N)C(=O)NC(CCC(=O)O)C(=O)O. Drug 2: CN(C(=O)NC(C=O)C(C(C(CO)O)O)O)N=O. Cell line: UO-31. Synergy scores: CSS=18.5, Synergy_ZIP=-8.04, Synergy_Bliss=-4.39, Synergy_Loewe=-27.5, Synergy_HSA=-3.83.